Predict the product of the given reaction. From a dataset of Forward reaction prediction with 1.9M reactions from USPTO patents (1976-2016). (1) Given the reactants [F-].[K+].IC1[CH:5]=[C:6]([N:10]2[CH2:15][CH2:14][N:13]([C:16]([O:18][C:19]([CH3:22])([CH3:21])[CH3:20])=[O:17])[CH2:12][CH2:11]2)[CH:7]=[CH:8][CH:9]=1.[F:23][C:24]([Si](C)(C)C)([F:26])[F:25].C[N:32](C=O)C, predict the reaction product. The product is: [F:23][C:24]([F:26])([F:25])[C:8]1[CH:7]=[C:6]([N:10]2[CH2:11][CH2:12][N:13]([C:16]([O:18][C:19]([CH3:20])([CH3:21])[CH3:22])=[O:17])[CH2:14][CH2:15]2)[CH:5]=[N:32][CH:9]=1. (2) Given the reactants Cl.C([O:9][C:10](=[O:16])[C@H:11]1[CH2:15][CH2:14][CH2:13][NH:12]1)C1C=CC=CC=1.[C@@H:17]1([C:26]([OH:28])=O)[CH2:22][CH2:21][CH2:20][CH2:19][C@H:18]1[C:23]([OH:25])=O, predict the reaction product. The product is: [C:10]([C@H:11]1[CH2:15][CH2:14][CH2:13][N:12]1[C:23]([C@H:18]1[CH2:19][CH2:20][CH2:21][CH2:22][C@@H:17]1[C:26]([N:12]1[CH2:13][CH2:14][CH2:15][CH:11]1[C:10]([OH:9])=[O:16])=[O:28])=[O:25])([OH:16])=[O:9]. (3) Given the reactants C(OC([N:8]1[CH2:13][CH2:12][N:11]([C:14]2[CH:19]=[CH:18][C:17]([NH2:20])=[CH:16][CH:15]=2)[CH2:10][CH2:9]1)=O)(C)(C)C.[CH2:21]([O:23][C:24]([C:26]1[C:27](=[O:49])[C:28]2[CH:33]=[N:32][C:31](S(C)(=O)=O)=[N:30][C:29]=2[N:38]([C:40]2[CH:41]=[C:42]3[C:46](=[CH:47][CH:48]=2)[CH2:45][CH2:44][CH2:43]3)[CH:39]=1)=[O:25])[CH3:22], predict the reaction product. The product is: [CH2:21]([O:23][C:24]([C:26]1[C:27](=[O:49])[C:28]2[CH:33]=[N:32][C:31]([NH:20][C:17]3[CH:16]=[CH:15][C:14]([N:11]4[CH2:10][CH2:9][NH:8][CH2:13][CH2:12]4)=[CH:19][CH:18]=3)=[N:30][C:29]=2[N:38]([C:40]2[CH:41]=[C:42]3[C:46](=[CH:47][CH:48]=2)[CH2:45][CH2:44][CH2:43]3)[CH:39]=1)=[O:25])[CH3:22]. (4) Given the reactants [Cl:1][C:2]1[C:7]([C:8]2[S:12][C:11]([CH2:13][N:14](C)[C:15](=O)OC(C)(C)C)=[CH:10][C:9]=2[S:23]([C:26]2[CH:27]=[N:28][CH:29]=[CH:30][CH:31]=2)(=[O:25])=[O:24])=[CH:6][CH:5]=[CH:4][N:3]=1.[C:32]([O:35]CC)(=[O:34])[CH3:33].Cl.[C:39]([O:42]CC)(=[O:41])[CH3:40], predict the reaction product. The product is: [C:39]([OH:42])(=[O:41])/[CH:40]=[CH:33]/[C:32]([OH:35])=[O:34].[Cl:1][C:2]1[C:7]([C:8]2[S:12][C:11]([CH2:13][NH:14][CH3:15])=[CH:10][C:9]=2[S:23]([C:26]2[CH:27]=[N:28][CH:29]=[CH:30][CH:31]=2)(=[O:24])=[O:25])=[CH:6][CH:5]=[CH:4][N:3]=1.